Predict the reaction yield, written as a fraction of the theoretical maximum amount of product (1.0 means a 100% yield; for example, 0.34 means a 34% yield). From a dataset of Reaction yield outcomes from USPTO patents with 853,638 reactions. The reactants are [NH2:1][C:2]([C:4]1[CH:5]=[N:6][C:7]2[C:12]([C:13]=1[NH:14][C:15]1[CH:16]=[C:17]([CH:23]=[CH:24][CH:25]=1)[C:18]([O:20]CC)=[O:19])=[CH:11][CH:10]=[C:9]([C:26]1[CH:31]=[CH:30][N:29]=[C:28]([O:32]C)[C:27]=1[O:34]C)[CH:8]=2)=[O:3].B(Br)(Br)Br. The catalyst is ClCCl. The product is [NH2:1][C:2]([C:4]1[CH:5]=[N:6][C:7]2[C:12]([C:13]=1[NH:14][C:15]1[CH:16]=[C:17]([CH:23]=[CH:24][CH:25]=1)[C:18]([OH:20])=[O:19])=[CH:11][CH:10]=[C:9]([C:26]1[CH:31]=[CH:30][N:29]=[C:28]([OH:32])[C:27]=1[OH:34])[CH:8]=2)=[O:3]. The yield is 0.470.